From a dataset of Reaction yield outcomes from USPTO patents with 853,638 reactions. Predict the reaction yield, written as a fraction of the theoretical maximum amount of product (1.0 means a 100% yield; for example, 0.34 means a 34% yield). (1) The reactants are [C:1]1([N:7]2[CH:11]=[CH:10][CH:9]=[N:8]2)[CH:6]=[CH:5][CH:4]=[CH:3][CH:2]=1.[CH:12](=[O:14])[CH3:13]. No catalyst specified. The product is [C:1]1([N:7]2[C:11]([CH:12]([OH:14])[CH3:13])=[CH:10][CH:9]=[N:8]2)[CH:2]=[CH:3][CH:4]=[CH:5][CH:6]=1. The yield is 0.540. (2) The reactants are [CH3:1][S:2]([C:5]1[CH:6]=[C:7]([C:11]2[CH:16]=[CH:15][C:14]([N:17]3[CH:21]=[C:20]([C:22]([NH:24][NH2:25])=[O:23])[N:19]=[C:18]3[C:26]3[CH:31]=[CH:30][CH:29]=[CH:28][C:27]=3[C:32]([F:35])([F:34])[F:33])=[CH:13][CH:12]=2)[CH:8]=[CH:9][CH:10]=1)(=[O:4])=[O:3].C(N(CC)CC)C.[C:43](N1C=CN=C1)(N1C=CN=C1)=[O:44]. The catalyst is C1COCC1.C(OCC)(=O)C. The product is [CH3:1][S:2]([C:5]1[CH:6]=[C:7]([C:11]2[CH:16]=[CH:15][C:14]([N:17]3[CH:21]=[C:20]([C:22]4[O:23][C:43](=[O:44])[NH:25][N:24]=4)[N:19]=[C:18]3[C:26]3[CH:31]=[CH:30][CH:29]=[CH:28][C:27]=3[C:32]([F:35])([F:33])[F:34])=[CH:13][CH:12]=2)[CH:8]=[CH:9][CH:10]=1)(=[O:3])=[O:4]. The yield is 0.520. (3) The reactants are [NH2:1][C:2]1[S:3][CH:4]=[CH:5][C:6]=1[C:7]([O:9]C)=O.[CH:11]([NH2:13])=O. The catalyst is O. The product is [N:1]1[C:2]2[S:3][CH:4]=[CH:5][C:6]=2[C:7](=[O:9])[NH:13][CH:11]=1. The yield is 0.230. (4) The reactants are [Na].O=C1O[C@H]([C@H](CO)O)C(O)=C1O.[CH2:14]([N:18]([CH2:26][C:27]([N:29]1[CH2:48][CH2:47][C:32]2[N:33]=[C:34]([NH:37][CH:38]3[CH2:46][C:45]4[C:40](=[CH:41][CH:42]=[CH:43][CH:44]=4)[CH2:39]3)[N:35]=[CH:36][C:31]=2[CH2:30]1)=[O:28])[C:19](=[O:25])[O:20][C:21]([CH3:24])([CH3:23])[CH3:22])[CH2:15][C:16]#[CH:17].C1(C)C=CC=CC=1.[N:56]([Si](C)(C)C)=[N+:57]=[N-:58]. The catalyst is CN(C)C=O.O.C(OCC)(=O)C.O.O.O.O.O.S([O-])([O-])(=O)=O.[Cu+2]. The product is [CH2:39]1[C:40]2[C:45](=[CH:44][CH:43]=[CH:42][CH:41]=2)[CH2:46][CH:38]1[NH:37][C:34]1[N:35]=[CH:36][C:31]2[CH2:30][N:29]([C:27](=[O:28])[CH2:26][N:18]([CH2:14][CH2:15][C:16]3[N:56]=[N:57][NH:58][CH:17]=3)[C:19](=[O:25])[O:20][C:21]([CH3:24])([CH3:23])[CH3:22])[CH2:48][CH2:47][C:32]=2[N:33]=1. The yield is 0.630. (5) The reactants are [CH3:1][O:2][C:3]1[CH:4]=[CH:5][C:6]([N+:12]([O-:14])=[O:13])=[C:7]([CH:11]=1)[C:8](O)=[O:9].O=S(Cl)Cl.C[N:20](C=O)C. No catalyst specified. The product is [CH3:1][O:2][C:3]1[CH:4]=[CH:5][C:6]([N+:12]([O-:14])=[O:13])=[C:7]([CH:11]=1)[C:8]([NH2:20])=[O:9]. The yield is 0.800. (6) The reactants are [CH:1]1([CH2:4][NH:5][C:6]2[CH:11]=[CH:10][N:9]=[C:8]([C:12]3[CH:26]=[CH:25][C:15]([CH2:16][NH:17]C(OC(C)(C)C)=O)=[CH:14][CH:13]=3)[N:7]=2)[CH2:3][CH2:2]1.FC(F)(F)C(O)=O. The catalyst is C(Cl)Cl. The product is [CH:1]1([CH2:4][NH:5][C:6]2[CH:11]=[CH:10][N:9]=[C:8]([C:12]3[CH:13]=[CH:14][C:15]([CH2:16][NH2:17])=[CH:25][CH:26]=3)[N:7]=2)[CH2:3][CH2:2]1. The yield is 0.900. (7) The reactants are [Cl:1][C:2]1[CH:7]=[CH:6][C:5]([O:8][C:9]2[CH:14]=[CH:13][C:12](I)=[CH:11][CH:10]=2)=[CH:4][CH:3]=1.C([Mg]Cl)(C)C.[Cl-].[Li+].[N:23]1([CH:28]2[CH2:33][CH2:32][CH2:31][CH2:30][C:29]2=[O:34])[CH:27]=[N:26][CH:25]=[N:24]1.[Cl-].[NH4+]. The yield is 0.460. The product is [Cl:1][C:2]1[CH:7]=[CH:6][C:5]([O:8][C:9]2[CH:14]=[CH:13][C:12]([C:29]3([OH:34])[CH2:30][CH2:31][CH2:32][CH2:33][CH:28]3[N:23]3[CH:27]=[N:26][CH:25]=[N:24]3)=[CH:11][CH:10]=2)=[CH:4][CH:3]=1. The catalyst is C1COCC1.O.CO.